The task is: Predict which catalyst facilitates the given reaction.. This data is from Catalyst prediction with 721,799 reactions and 888 catalyst types from USPTO. (1) Reactant: O.[CH:2]([C:4]1[CH:9]=[CH:8][CH:7]=[CH:6][C:5]=1[CH:10]=[CH2:11])=[CH2:3].[CH3:12][N:13]([CH3:18])[C:14](=[O:17])[CH:15]=[CH2:16]. Product: [CH:2]([C:4]1[CH:9]=[CH:8][CH:7]=[CH:6][C:5]=1[CH:10]=[CH2:11])=[CH2:3].[CH3:12][N:13]([CH3:18])[C:14](=[O:17])[CH:15]=[CH2:16]. The catalyst class is: 11. (2) The catalyst class is: 1. Product: [C:1]([C:5]1[O:9][N:8]=[C:7]([NH:10][C:11](=[O:24])[C:12]([CH3:13])([S:14]([C:17]2([CH3:25])[CH2:18][CH2:19][O:20][CH2:21][CH2:22]2)(=[O:15])=[O:16])[CH3:23])[CH:6]=1)([CH3:2])([CH3:3])[CH3:4]. Reactant: [C:1]([C:5]1[O:9][N:8]=[C:7]([NH:10][C:11](=[O:24])[C:12]([CH3:23])([S:14]([CH:17]2[CH2:22][CH2:21][O:20][CH2:19][CH2:18]2)(=[O:16])=[O:15])[CH3:13])[CH:6]=1)([CH3:4])([CH3:3])[CH3:2].[CH:25]([N-]C(C)C)(C)C.[Li+].CI.